The task is: Predict the reaction yield, written as a fraction of the theoretical maximum amount of product (1.0 means a 100% yield; for example, 0.34 means a 34% yield).. This data is from Reaction yield outcomes from USPTO patents with 853,638 reactions. (1) The catalyst is O1CCCC1.O. The reactants are [F:1][C:2]([F:12])([C:6]1[CH:11]=[CH:10][CH:9]=[CH:8][CH:7]=1)[C:3]([NH2:5])=O.B.C(=O)([O-])[O-].[K+].[K+]. The product is [F:1][C:2]([F:12])([C:6]1[CH:7]=[CH:8][CH:9]=[CH:10][CH:11]=1)[CH2:3][NH2:5]. The yield is 0.410. (2) The reactants are [Br:1][C:2]1[CH:3]=[C:4]2[C:8](=[C:9]([CH2:11][CH3:12])[CH:10]=1)[NH:7][CH:6]=[C:5]2[CH2:13][CH2:14][OH:15].B(F)(F)F.CCOCC.[C:25]([CH2:29][C:30]([O:32][CH2:33][CH3:34])=[O:31])(=O)[CH2:26][CH3:27]. The catalyst is ClCCl. The product is [CH2:33]([O:32][C:30](=[O:31])[CH2:29][C:25]1([CH2:26][CH3:27])[C:6]2[NH:7][C:8]3[C:4]([C:5]=2[CH2:13][CH2:14][O:15]1)=[CH:3][C:2]([Br:1])=[CH:10][C:9]=3[CH2:11][CH3:12])[CH3:34]. The yield is 0.530. (3) The reactants are S(Cl)(Cl)=[O:2].C(N[CH:9]([CH3:11])[CH3:10])(C)C.[CH:12]1([NH:18][CH:19]2[CH2:24][CH2:23][CH2:22][CH2:21][CH2:20]2)[CH2:17][CH2:16][CH2:15][CH2:14][CH2:13]1.C[CH:26]1[CH2:30][CH2:29][CH2:28][O:27]1.[C:31]1([CH3:37])C=CC=C[CH:32]=1. The catalyst is O. The product is [CH:19]1([N:18]([CH:12]2[CH2:13][CH2:14][CH2:15][CH2:16][CH2:17]2)[C:37](=[O:2])/[CH:31]=[CH:32]/[C:10]2[CH:9]=[CH:11][C:28]([O:27][CH3:26])=[CH:29][CH:30]=2)[CH2:20][CH2:21][CH2:22][CH2:23][CH2:24]1. The yield is 0.500. (4) The reactants are [F:1][C:2]1[CH:3]=[C:4]([CH:7]=[CH:8][CH:9]=1)[CH2:5][OH:6].[H-].[Na+].[C:12]([C:14]1[CH:21]=[CH:20][C:17]([CH2:18]Br)=[CH:16][CH:15]=1)#[N:13].[NH4+].[Cl-]. The catalyst is C1COCC1. The product is [F:1][C:2]1[CH:3]=[C:4]([CH:7]=[CH:8][CH:9]=1)[CH2:5][O:6][CH2:18][C:17]1[CH:20]=[CH:21][C:14]([C:12]#[N:13])=[CH:15][CH:16]=1. The yield is 0.810.